Dataset: Catalyst prediction with 721,799 reactions and 888 catalyst types from USPTO. Task: Predict which catalyst facilitates the given reaction. (1) Reactant: [Br:1][C:2]1[C:7]([CH3:8])=[CH:6][C:5]([O:9][CH3:10])=[CH:4][C:3]=1[CH3:11].[Br:12]NC(=O)CCC(N)=O.CC(N=NC(C#N)(C)C)(C#N)C. Product: [Br:1][C:2]1[C:7]([CH3:8])=[CH:6][C:5]([O:9][CH3:10])=[CH:4][C:3]=1[CH2:11][Br:12]. The catalyst class is: 2. (2) Reactant: [C:1]([C:3]([C:6]1[CH:7]=[C:8]([C:12]([NH:14][C:15]2[CH:16]=[C:17]([NH:21][C:22]3[N:27]=[C:26]([S:28][C:29]#[N:30])[C:25]([N+:31]([O-])=O)=[CH:24][N:23]=3)[CH:18]=[CH:19][CH:20]=2)=[O:13])[CH:9]=[CH:10][CH:11]=1)([CH3:5])[CH3:4])#[N:2].CN1CCCC1=O.Cl.[OH-].[Na+]. Product: [NH2:30][C:29]1[S:28][C:26]2[N:27]=[C:22]([NH:21][C:17]3[CH:16]=[C:15]([NH:14][C:12](=[O:13])[C:8]4[CH:9]=[CH:10][CH:11]=[C:6]([C:3]([C:1]#[N:2])([CH3:5])[CH3:4])[CH:7]=4)[CH:20]=[CH:19][CH:18]=3)[N:23]=[CH:24][C:25]=2[N:31]=1. The catalyst class is: 8. (3) Reactant: [CH:1]1[C:10]2[C:5](=[CH:6][CH:7]=[CH:8][CH:9]=2)[CH:4]=[CH:3][CH:2]=1.[S:11](=O)(=[O:14])([OH:13])[OH:12].[CH2:16]=[O:17].[OH-].[Ca+2].[OH-]. Product: [C:9]1([S:11]([OH:14])(=[O:13])=[O:12])[C:10]2[C:5](=[CH:4][CH:3]=[CH:2][CH:1]=2)[CH:6]=[CH:7][CH:8]=1.[CH2:16]=[O:17]. The catalyst class is: 6. (4) Reactant: [C:1]([O:5][C:6]([NH:8][C@H:9]([C:11]([OH:13])=O)[CH3:10])=[O:7])([CH3:4])([CH3:3])[CH3:2].Cl.CN(C)CCCN=C=NCC.O.ON1C2C=CC=CC=2N=N1.C(N(CC)C(C)C)(C)C.FC(F)(F)C(O)=O.[NH2:53][C@H:54]([C:59]([O:61][CH2:62][CH2:63][O:64][C:65]1[CH:70]=[CH:69][C:68]([C:71]2[C:76]([C:77]#[N:78])=[C:75]([N:79]3[CH2:83][CH2:82][CH2:81][CH2:80]3)[N:74]=[C:73]([S:84][CH2:85][C:86]3[N:87]=[C:88]([C:91]4[CH:96]=[CH:95][C:94]([Cl:97])=[CH:93][CH:92]=4)[S:89][CH:90]=3)[C:72]=2[C:98]#[N:99])=[CH:67][CH:66]=1)=[O:60])[CH2:55][CH:56]([CH3:58])[CH3:57]. Product: [C:1]([O:5][C:6]([NH:8][C@H:9]([C:11]([NH:53][C@H:54]([C:59]([O:61][CH2:62][CH2:63][O:64][C:65]1[CH:66]=[CH:67][C:68]([C:71]2[C:76]([C:77]#[N:78])=[C:75]([N:79]3[CH2:83][CH2:82][CH2:81][CH2:80]3)[N:74]=[C:73]([S:84][CH2:85][C:86]3[N:87]=[C:88]([C:91]4[CH:96]=[CH:95][C:94]([Cl:97])=[CH:93][CH:92]=4)[S:89][CH:90]=3)[C:72]=2[C:98]#[N:99])=[CH:69][CH:70]=1)=[O:60])[CH2:55][CH:56]([CH3:57])[CH3:58])=[O:13])[CH3:10])=[O:7])([CH3:2])([CH3:3])[CH3:4]. The catalyst class is: 18.